From a dataset of Full USPTO retrosynthesis dataset with 1.9M reactions from patents (1976-2016). Predict the reactants needed to synthesize the given product. Given the product [Br:13][C:9]1[CH:10]=[C:11]([CH3:12])[C:6]([OH:2])=[N:7][CH:8]=1, predict the reactants needed to synthesize it. The reactants are: N([O-])=[O:2].[Na+].N[C:6]1[C:11]([CH3:12])=[CH:10][C:9]([Br:13])=[CH:8][N:7]=1.